From a dataset of Forward reaction prediction with 1.9M reactions from USPTO patents (1976-2016). Predict the product of the given reaction. (1) Given the reactants [NH:1]1[CH2:4][CH:3]([O:5][C:6]2[CH:11]=[CH:10][C:9]([N:12]3[CH2:16][C@H:15]([CH2:17][NH:18][C:19](=[O:21])[CH3:20])[O:14][C:13]3=[O:22])=[CH:8][C:7]=2[F:23])[CH2:2]1.Cl[C:25]1[N:34]=[C:33]2[C:28]([C:29](=[O:41])[C:30]([C:38]([OH:40])=[O:39])=[CH:31][N:32]2[CH:35]2[CH2:37][CH2:36]2)=[CH:27][C:26]=1[F:42].C[Si](C)(C)Cl.C(N(CC)CC)C, predict the reaction product. The product is: [C:19]([NH:18][CH2:17][CH:15]1[O:14][C:13](=[O:22])[N:12]([C:9]2[CH:10]=[CH:11][C:6]([O:5][CH:3]3[CH2:4][N:1]([C:25]4[N:34]=[C:33]5[C:28]([C:29](=[O:41])[C:30]([C:38]([OH:40])=[O:39])=[CH:31][N:32]5[CH:35]5[CH2:37][CH2:36]5)=[CH:27][C:26]=4[F:42])[CH2:2]3)=[C:7]([F:23])[CH:8]=2)[CH2:16]1)(=[O:21])[CH3:20]. (2) Given the reactants [H-].[Na+].[CH2:3]([OH:8])[C:4]#[C:5][CH2:6][CH3:7].[Cl:9][C:10]1[C:15]([F:16])=[C:14](Cl)[N:13]=[CH:12][N:11]=1.[Cl-].[NH4+], predict the reaction product. The product is: [Cl:9][C:10]1[C:15]([F:16])=[C:14]([O:8][CH2:3][C:4]#[C:5][CH2:6][CH3:7])[N:13]=[CH:12][N:11]=1. (3) Given the reactants [N:1]1[CH:6]=[CH:5][CH:4]=[C:3]2[C:7](O[C:10](=[O:11])[C:2]=12)=[O:8].[NH2:12][NH2:13], predict the reaction product. The product is: [N:1]1[C:2]2[C:10](=[O:11])[NH:12][NH:13][C:7](=[O:8])[C:3]=2[CH:4]=[CH:5][CH:6]=1. (4) Given the reactants Br[C:2]1[C:3]([OH:13])=[C:4]([C:8]([CH3:12])=[C:9]([Cl:11])[CH:10]=1)[C:5]([OH:7])=[O:6].C(C1C(O)=C(C(C)=C(Cl)C=1)C(O)=O)(C)(C)C.S(=O)(=O)(O)O, predict the reaction product. The product is: [Cl:11][C:9]1[C:8]([CH3:12])=[C:4]([C:3]([OH:13])=[CH:2][CH:10]=1)[C:5]([OH:7])=[O:6]. (5) Given the reactants [C:1]([C:3]1[C:4]2[N:44](COCC[Si](C)(C)C)[CH:43]=[N:42][C:5]=2[C:6]([CH2:33][C:34]2[C:39]([Cl:40])=[CH:38][CH:37]=[CH:36][C:35]=2[Cl:41])=[N:7][C:8]=1[NH:9][C:10]1[CH:15]=[CH:14][C:13]([N:16]2[CH2:21][CH2:20][N:19](C(OC(C)(C)C)=O)[CH2:18][CH2:17]2)=[CH:12][C:11]=1[C:29]([F:32])([F:31])[F:30])#[N:2].O.C(=O)(O)[O-:55].[Na+], predict the reaction product. The product is: [Cl:41][C:35]1[CH:36]=[CH:37][CH:38]=[C:39]([Cl:40])[C:34]=1[CH2:33][C:6]1[C:5]2[N:42]=[CH:43][NH:44][C:4]=2[C:3]([C:1]([NH2:2])=[O:55])=[C:8]([NH:9][C:10]2[CH:15]=[CH:14][C:13]([N:16]3[CH2:17][CH2:18][NH:19][CH2:20][CH2:21]3)=[CH:12][C:11]=2[C:29]([F:31])([F:32])[F:30])[N:7]=1. (6) Given the reactants [CH3:1][O:2][CH2:3][CH2:4][N:5]([CH2:21][C@@H:22]1[CH2:24][C@H:23]1[CH3:25])[C:6]1[CH:7]=[C:8]([CH:12]=[C:13]([N:15]([CH3:20])[S:16]([CH3:19])(=[O:18])=[O:17])[N:14]=1)[C:9](O)=[O:10].C(N(C(C)C)CC)(C)C.[C:35]([NH:42][NH2:43])([O:37][C:38]([CH3:41])([CH3:40])[CH3:39])=[O:36].C1C=NC2N(O)N=NC=2C=1.C(Cl)CCl, predict the reaction product. The product is: [CH3:1][O:2][CH2:3][CH2:4][N:5]([CH2:21][C@@H:22]1[CH2:24][C@H:23]1[CH3:25])[C:6]1[CH:7]=[C:8]([CH:12]=[C:13]([N:15]([CH3:20])[S:16]([CH3:19])(=[O:17])=[O:18])[N:14]=1)[C:9]([NH:43][NH:42][C:35]([O:37][C:38]([CH3:41])([CH3:40])[CH3:39])=[O:36])=[O:10]. (7) Given the reactants [OH:1][C@H:2]([CH2:30][CH2:31][CH2:32][CH2:33][CH2:34][CH2:35][CH2:36][CH2:37][CH2:38][CH2:39][CH3:40])[CH2:3][CH2:4][O:5][C@@H:6]1[C@@H:15]([O:16][CH2:17][CH2:18][CH2:19][CH2:20][CH2:21][CH2:22][CH2:23][CH2:24][CH2:25][CH3:26])[C@H:14]([OH:27])[C@@H:13]([CH2:28][OH:29])[O:12][C@@H:7]1[O:8]/[CH:9]=[CH:10]/[CH3:11].[Si:41](Cl)([C:44]([CH3:47])([CH3:46])[CH3:45])([CH3:43])[CH3:42], predict the reaction product. The product is: [Si:41]([O:29][CH2:28][C@H:13]1[O:12][C@H:7]([O:8]/[CH:9]=[CH:10]/[CH3:11])[C@H:6]([O:5][CH2:4][CH2:3][C@H:2]([OH:1])[CH2:30][CH2:31][CH2:32][CH2:33][CH2:34][CH2:35][CH2:36][CH2:37][CH2:38][CH2:39][CH3:40])[C@@H:15]([O:16][CH2:17][CH2:18][CH2:19][CH2:20][CH2:21][CH2:22][CH2:23][CH2:24][CH2:25][CH3:26])[C@@H:14]1[OH:27])([C:44]([CH3:47])([CH3:46])[CH3:45])([CH3:43])[CH3:42]. (8) Given the reactants O=[C:2]([C:6]1[CH:11]=[CH:10][CH:9]=[CH:8][CH:7]=1)[CH2:3][C:4]#[N:5].[C:12](=O)([O-])[O-].[K+].[K+].[C:18](=[S:20])=[S:19].Cl[CH2:22][C:23]([O:25][CH2:26][CH3:27])=[O:24].IC, predict the reaction product. The product is: [C:4]([C:3]1[C:2]([C:6]2[CH:11]=[CH:10][CH:9]=[CH:8][CH:7]=2)=[C:22]([C:23]([O:25][CH2:26][CH3:27])=[O:24])[S:19][C:18]=1[S:20][CH3:12])#[N:5].